Dataset: Full USPTO retrosynthesis dataset with 1.9M reactions from patents (1976-2016). Task: Predict the reactants needed to synthesize the given product. Given the product [NH2:10][C@H:9]([CH2:8][CH:2]1[CH2:7][CH2:6][CH2:5][CH2:4][CH2:3]1)[C:11]([O:13][CH2:21][CH3:22])=[O:12], predict the reactants needed to synthesize it. The reactants are: Cl.[CH:2]1([CH2:8][C@H:9]([C:11]([OH:13])=[O:12])[NH2:10])[CH2:7][CH2:6][CH2:5][CH2:4][CH2:3]1.Cl.C(=O)([O-])[O-].[K+].[K+].[CH2:21](O)[CH3:22].